Task: Predict the product of the given reaction.. Dataset: Forward reaction prediction with 1.9M reactions from USPTO patents (1976-2016) (1) Given the reactants [Br:1][C:2]1[NH:6][CH:5]=[C:4]([C:7]([O:9][CH3:10])=[O:8])[C:3]=1[CH2:11][CH2:12][CH3:13].[H-].[Na+].[C:16]1([S:22](Cl)(=[O:24])=[O:23])[CH:21]=[CH:20][CH:19]=[CH:18][CH:17]=1, predict the reaction product. The product is: [Br:1][C:2]1[N:6]([S:22]([C:16]2[CH:21]=[CH:20][CH:19]=[CH:18][CH:17]=2)(=[O:24])=[O:23])[CH:5]=[C:4]([C:7]([O:9][CH3:10])=[O:8])[C:3]=1[CH2:11][CH2:12][CH3:13]. (2) Given the reactants [CH3:1][O:2][C:3]1[CH:4]=[C:5]2[C:10](=[CH:11][C:12]=1[O:13][CH3:14])[N:9]=[CH:8][CH:7]=[C:6]2[O:15][C:16]1[C:22]([CH3:23])=[CH:21][C:19]([NH2:20])=[C:18]([CH3:24])[CH:17]=1.C(N(CC)CC)C.ClC(Cl)(O[C:36](=[O:42])OC(Cl)(Cl)Cl)Cl.[CH2:44]([N:48]([CH2:52][CH2:53][CH2:54][CH3:55])[CH2:49][CH2:50][NH2:51])[CH2:45][CH2:46][CH3:47], predict the reaction product. The product is: [CH2:44]([N:48]([CH2:52][CH2:53][CH2:54][CH3:55])[CH2:49][CH2:50][NH:51][C:36]([NH:20][C:19]1[CH:21]=[C:22]([CH3:23])[C:16]([O:15][C:6]2[C:5]3[C:10](=[CH:11][C:12]([O:13][CH3:14])=[C:3]([O:2][CH3:1])[CH:4]=3)[N:9]=[CH:8][CH:7]=2)=[CH:17][C:18]=1[CH3:24])=[O:42])[CH2:45][CH2:46][CH3:47]. (3) Given the reactants [Br:1][C:2]1[CH:7]=[CH:6][C:5](/[C:8](=[N:14]\[O:15][CH2:16][C:17]2[CH:22]=[CH:21][C:20]([O:23][CH2:24][C:25]3[N:26]=[C:27]([C:31]4[CH:36]=[CH:35][CH:34]=[CH:33][CH:32]=4)[O:28][C:29]=3[CH3:30])=[CH:19][CH:18]=2)/[C:9]([O:11]CC)=[O:10])=[CH:4][CH:3]=1.Cl, predict the reaction product. The product is: [Br:1][C:2]1[CH:7]=[CH:6][C:5](/[C:8](=[N:14]\[O:15][CH2:16][C:17]2[CH:22]=[CH:21][C:20]([O:23][CH2:24][C:25]3[N:26]=[C:27]([C:31]4[CH:32]=[CH:33][CH:34]=[CH:35][CH:36]=4)[O:28][C:29]=3[CH3:30])=[CH:19][CH:18]=2)/[C:9]([OH:11])=[O:10])=[CH:4][CH:3]=1. (4) Given the reactants P(Cl)(Cl)([Cl:3])=O.[CH3:6][O:7][C:8]1[C:16]2[O:15][C:14]([CH3:18])([CH3:17])[CH2:13][C:12]=2[CH:11]=[C:10]([CH2:19][CH2:20][NH:21][C:22](=O)[C:23]2[CH:28]=[CH:27][CH:26]=[CH:25][CH:24]=2)[CH:9]=1.[OH-].[Na+], predict the reaction product. The product is: [ClH:3].[CH3:6][O:7][C:8]1[CH:9]=[C:10]2[C:11](=[C:12]3[CH2:13][C:14]([CH3:18])([CH3:17])[O:15][C:16]=13)[C:22]([C:23]1[CH:28]=[CH:27][CH:26]=[CH:25][CH:24]=1)=[N:21][CH2:20][CH2:19]2. (5) Given the reactants [CH:1]1([C:4]([C:6]2[CH:11]=[CH:10][CH:9]=[C:8]([CH:12]([CH3:14])[CH3:13])[C:7]=2[O:15]C2CCCCO2)=[O:5])[CH2:3][CH2:2]1.Cl.CO, predict the reaction product. The product is: [CH:1]1([C:4]([C:6]2[CH:11]=[CH:10][CH:9]=[C:8]([CH:12]([CH3:13])[CH3:14])[C:7]=2[OH:15])=[O:5])[CH2:2][CH2:3]1.